This data is from Reaction yield outcomes from USPTO patents with 853,638 reactions. The task is: Predict the reaction yield, written as a fraction of the theoretical maximum amount of product (1.0 means a 100% yield; for example, 0.34 means a 34% yield). (1) The reactants are [CH3:1][O:2][C:3](=[O:16])[C:4]1[CH:9]=[C:8]([N+:10]([O-:12])=[O:11])[C:7]([NH2:13])=[C:6]([F:14])[C:5]=1F.[NH2:17][C:18]1[C:19]([CH3:24])=[CH:20][CH:21]=[CH:22][CH:23]=1. The catalyst is C(OCC)C. The product is [CH3:1][O:2][C:3](=[O:16])[C:4]1[CH:9]=[C:8]([N+:10]([O-:12])=[O:11])[C:7]([NH2:13])=[C:6]([F:14])[C:5]=1[NH:17][C:18]1[CH:23]=[CH:22][CH:21]=[CH:20][C:19]=1[CH3:24]. The yield is 0.680. (2) The product is [OH:1][CH:2]([CH2:8][N:9]([CH3:24])[S:10]([C:13]1[CH:18]=[CH:17][CH:16]=[CH:15][C:14]=1[N+:19]([O-:21])=[O:20])(=[O:11])=[O:12])[CH2:3][C:4]([O:6][CH3:7])=[O:5]. The catalyst is CN(C=O)C. The yield is 0.730. The reactants are [OH:1][CH:2]([CH2:8][NH:9][S:10]([C:13]1[CH:18]=[CH:17][CH:16]=[CH:15][C:14]=1[N+:19]([O-:21])=[O:20])(=[O:12])=[O:11])[CH2:3][C:4]([O:6][CH3:7])=[O:5].IC.[C:24]([O-])([O-])=O.[K+].[K+]. (3) The reactants are [Cl:1][C:2]1[C:3]([F:28])=[C:4]([CH:8]2[C:12]([C:15]3[CH:20]=[CH:19][C:18]([Cl:21])=[CH:17][C:16]=3[F:22])([C:13]#[N:14])[CH:11]([CH2:23][C:24]([CH3:27])([CH3:26])[CH3:25])[CH2:10][NH:9]2)[CH:5]=[CH:6][CH:7]=1.[CH2:29]([O:31][C:32](=[O:47])[CH2:33][CH:34]1[CH2:39][CH2:38][N:37]([C:40](N2C=CN=C2)=[O:41])[CH2:36][CH2:35]1)[CH3:30]. The catalyst is C(Cl)Cl. The product is [CH2:29]([O:31][C:32](=[O:47])[CH2:33][CH:34]1[CH2:35][CH2:36][N:37]([C:40]([N:9]2[CH2:10][C@@H:11]([CH2:23][C:24]([CH3:25])([CH3:27])[CH3:26])[C@@:12]([C:15]3[CH:20]=[CH:19][C:18]([Cl:21])=[CH:17][C:16]=3[F:22])([C:13]#[N:14])[C@H:8]2[C:4]2[CH:5]=[CH:6][CH:7]=[C:2]([Cl:1])[C:3]=2[F:28])=[O:41])[CH2:38][CH2:39]1)[CH3:30]. The yield is 0.534. (4) The reactants are [NH2:1][C:2]1[C:3]([C:11]#[N:12])=[N:4][CH:5]=[C:6]([CH2:8][CH2:9][CH3:10])[N:7]=1.CO[CH:15](OC)[N:16]([CH3:18])[CH3:17]. The catalyst is C1(C)C=CC=CC=1. The product is [C:11]([C:3]1[C:2]([N:1]=[CH:15][N:16]([CH3:18])[CH3:17])=[N:7][C:6]([CH2:8][CH2:9][CH3:10])=[CH:5][N:4]=1)#[N:12]. The yield is 1.00. (5) The reactants are [CH3:1][O:2][C:3]1[CH:12]=[CH:11][CH:10]=[C:9]2[C:4]=1[CH2:5][CH:6]([NH2:13])[CH2:7][O:8]2.Br[CH2:15][CH2:16][CH2:17][C:18]1[C:26]2[C:21](=[CH:22][CH:23]=[C:24]([C:27]#[N:28])[CH:25]=2)[NH:20][CH:19]=1.C(N(CC)CC)C.CO. The catalyst is CS(C)=O.C(Cl)Cl. The product is [CH3:1][O:2][C:3]1[CH:12]=[CH:11][CH:10]=[C:9]2[C:4]=1[CH2:5][CH:6]([NH:13][CH2:15][CH2:16][CH2:17][C:18]1[C:26]3[C:21](=[CH:22][CH:23]=[C:24]([C:27]#[N:28])[CH:25]=3)[NH:20][CH:19]=1)[CH2:7][O:8]2. The yield is 0.480. (6) The reactants are [C:1]([O:9][C@H:10]([CH2:15][C:16]1[CH:21]=[CH:20][C:19]([NH:22]C(OC(C)(C)C)=O)=[C:18]([CH3:30])[C:17]=1[CH2:31][O:32][C:33](=[O:35])[CH3:34])[C:11]([O:13][CH3:14])=[O:12])(=[O:8])[C:2]1[CH:7]=[CH:6][CH:5]=[CH:4][CH:3]=1.ClCCl.FC(F)(F)C(O)=O. No catalyst specified. The product is [C:1]([O:9][C@H:10]([CH2:15][C:16]1[CH:21]=[CH:20][C:19]([NH2:22])=[C:18]([CH3:30])[C:17]=1[CH2:31][O:32][C:33](=[O:35])[CH3:34])[C:11]([O:13][CH3:14])=[O:12])(=[O:8])[C:2]1[CH:7]=[CH:6][CH:5]=[CH:4][CH:3]=1. The yield is 0.970.